The task is: Predict the product of the given reaction.. This data is from Forward reaction prediction with 1.9M reactions from USPTO patents (1976-2016). (1) The product is: [Cl:3][C:7]1[N:11]([CH3:12])[N:10]=[C:9]([C:13]2[CH:18]=[CH:17][C:16]([O:19][CH:20]([CH3:22])[CH3:21])=[C:15]([CH3:23])[CH:14]=2)[C:8]=1[CH:26]=[O:27].[CH3:23][C:15]1[CH:14]=[C:13]([C:9]2[C:8]([CH:7]=[O:6])=[C:28]([Cl:3])[N:25]([CH3:24])[N:10]=2)[CH:18]=[CH:17][C:16]=1[OH:19]. Given the reactants P(Cl)(Cl)([Cl:3])=O.[OH:6][C:7]1[N:11]([CH3:12])[N:10]=[C:9]([C:13]2[CH:18]=[CH:17][C:16]([O:19][CH:20]([CH3:22])[CH3:21])=[C:15]([CH3:23])[CH:14]=2)[CH:8]=1.[CH3:24][N:25]([CH3:28])[CH:26]=[O:27], predict the reaction product. (2) Given the reactants [Cl:1][C:2]1[CH:7]=[CH:6][CH:5]=[CH:4][C:3]=1[N:8]1[C:12]([C:13]2[CH:18]=[CH:17][C:16]([OH:19])=[CH:15][CH:14]=2)=[CH:11][C:10]([C:20]([F:23])([F:22])[F:21])=[N:9]1.[CH3:24][S:25]([C:28]1[CH:29]=[C:30](B(O)O)[CH:31]=[CH:32][CH:33]=1)(=[O:27])=[O:26].CCN(CC)CC, predict the reaction product. The product is: [Cl:1][C:2]1[CH:7]=[CH:6][CH:5]=[CH:4][C:3]=1[N:8]1[C:12]([C:13]2[CH:14]=[CH:15][C:16]([O:19][C:32]3[CH:31]=[CH:30][CH:29]=[C:28]([S:25]([CH3:24])(=[O:27])=[O:26])[CH:33]=3)=[CH:17][CH:18]=2)=[CH:11][C:10]([C:20]([F:23])([F:21])[F:22])=[N:9]1. (3) The product is: [CH:1]1([NH:4][S:23]([C:21]2[CH:22]=[C:17]([C:15]3[N:16]=[C:11]4[CH:10]=[CH:9][C:8]([O:7][CH2:5][CH3:6])=[N:13][N:12]4[CH:14]=3)[CH:18]=[CH:19][C:20]=2[C:27]([F:30])([F:28])[F:29])(=[O:24])=[O:25])[CH2:3][CH2:2]1. Given the reactants [CH:1]1([NH2:4])[CH2:3][CH2:2]1.[CH2:5]([O:7][C:8]1[CH:9]=[CH:10][C:11]2[N:12]([CH:14]=[C:15]([C:17]3[CH:18]=[CH:19][C:20]([C:27]([F:30])([F:29])[F:28])=[C:21]([S:23](Cl)(=[O:25])=[O:24])[CH:22]=3)[N:16]=2)[N:13]=1)[CH3:6], predict the reaction product. (4) Given the reactants [OH:1][CH2:2][C@@H:3]1[CH:7]([CH:8]([CH3:11])[CH2:9][OH:10])[O:6][C:5](=[O:12])[NH:4]1.[C:13]1([CH3:23])[CH:18]=[CH:17][C:16]([S:19](Cl)(=[O:21])=[O:20])=[CH:15][CH:14]=1.CCO[C:27]([CH3:29])=O, predict the reaction product. The product is: [CH3:23][C:13]1[CH:18]=[CH:17][C:16]([S:19]([O:10][CH2:9][CH:8]([CH:7]2[O:6][C:5](=[O:12])[NH:4][C@@H:3]2[CH2:2][O:1][S:19]([C:27]2[CH:29]=[CH:18][C:13]([CH3:23])=[CH:14][CH:15]=2)(=[O:21])=[O:20])[CH3:11])(=[O:21])=[O:20])=[CH:15][CH:14]=1.